From a dataset of Forward reaction prediction with 1.9M reactions from USPTO patents (1976-2016). Predict the product of the given reaction. (1) Given the reactants [Li]CCCC.C[Si](C#N)(C)C.[C:12]([Si](C)(C)C)(=[O:14])[CH3:13].[F:19][C:20]1[CH:27]=[CH:26][C:23]([CH:24]=[O:25])=[CH:22][CH:21]=1.Cl, predict the reaction product. The product is: [F:19][C:20]1[CH:27]=[CH:26][C:23]([CH:24]([OH:25])[C:12]([CH3:13])=[O:14])=[CH:22][CH:21]=1. (2) Given the reactants [F:1][C:2]([F:17])([S:13]([O-:16])(=[O:15])=[O:14])[C:3]([F:12])([F:11])[C:4]([F:10])([F:9])[C:5]([F:8])([F:7])[F:6].[OH:18][C:19]1[C:24]([CH3:25])=[CH:23][C:22]([S+:26]([C:33]2[CH:38]=[CH:37][CH:36]=[CH:35][CH:34]=2)[C:27]2[CH:32]=[CH:31][CH:30]=[CH:29][CH:28]=2)=[CH:21][C:20]=1[CH3:39].C(=O)([O-])[O-].[K+].[K+].CN(C)CCN(C)C.[CH:54]([O:56][CH2:57][CH2:58]Cl)=[CH2:55], predict the reaction product. The product is: [F:17][C:2]([F:1])([S:13]([O-:16])(=[O:15])=[O:14])[C:3]([F:11])([F:12])[C:4]([F:10])([F:9])[C:5]([F:8])([F:7])[F:6].[CH:54]([O:56][CH2:57][CH2:58][O:18][C:19]1[C:20]([CH3:39])=[CH:21][C:22]([S+:26]([C:27]2[CH:32]=[CH:31][CH:30]=[CH:29][CH:28]=2)[C:33]2[CH:38]=[CH:37][CH:36]=[CH:35][CH:34]=2)=[CH:23][C:24]=1[CH3:25])=[CH2:55]. (3) Given the reactants [CH:1]1[C:13]2[CH:12]([CH2:14][O:15][C:16]([NH:18][C:19]([CH3:26])([CH3:25])[CH2:20][S:21](O)(=[O:23])=[O:22])=[O:17])[C:11]3[C:6](=[CH:7][CH:8]=[CH:9][CH:10]=3)[C:5]=2[CH:4]=[CH:3][CH:2]=1.C(Cl)([Cl:29])=O, predict the reaction product. The product is: [CH:1]1[C:13]2[CH:12]([CH2:14][O:15][C:16](=[O:17])[NH:18][C:19]([CH3:26])([CH3:25])[CH2:20][S:21]([Cl:29])(=[O:23])=[O:22])[C:11]3[C:6](=[CH:7][CH:8]=[CH:9][CH:10]=3)[C:5]=2[CH:4]=[CH:3][CH:2]=1. (4) The product is: [C:1]([O:5][C:6]([N:8]([C@H:9]1[CH2:10][CH2:11][C@H:12]([C:15]([O:17][CH3:18])=[O:16])[CH2:13][CH2:14]1)[CH3:21])=[O:7])([CH3:4])([CH3:3])[CH3:2]. Given the reactants [C:1]([O:5][C:6]([NH:8][C@H:9]1[CH2:14][CH2:13][C@H:12]([C:15]([O:17][CH3:18])=[O:16])[CH2:11][CH2:10]1)=[O:7])([CH3:4])([CH3:3])[CH3:2].[H-].[Na+].[CH3:21]I.[Cl-].[NH4+], predict the reaction product. (5) Given the reactants [C:1]1([CH3:7])[CH:6]=[CH:5][CH:4]=[CH:3][CH:2]=1.Cl.C([NH:16][C:17](=[NH:19])[SH:18])C1C=CC=CC=1.[Cl:20][C:21]([SH:24])(Cl)Cl.[OH-].[Na+], predict the reaction product. The product is: [CH2:7]([S:18][C:17]1[N:19]=[C:21]([Cl:20])[S:24][N:16]=1)[C:1]1[CH:6]=[CH:5][CH:4]=[CH:3][CH:2]=1. (6) Given the reactants [CH2:1]([O:3][CH:4]([O:6][C:7]1[CH:12]=[CH:11][CH:10]=[C:9]([O:13][CH3:14])[C:8]=1[CH2:15][C:16](OCC)=[O:17])[CH3:5])[CH3:2].C1(C)C=CC=CC=1.[H-].COCCO[Al+]OCCOC.[Na+].[H-].[OH-].[Na+], predict the reaction product. The product is: [CH2:1]([O:3][CH:4]([O:6][C:7]1[CH:12]=[CH:11][CH:10]=[C:9]([O:13][CH3:14])[C:8]=1[CH2:15][CH2:16][OH:17])[CH3:5])[CH3:2]. (7) Given the reactants [CH3:1][C:2]([NH:7][C:8]([C:10]1[C:11]([NH:19][C:20]([C:22]2[N:23]([C:31]3[C:36]([Cl:37])=[CH:35][CH:34]=[CH:33][N:32]=3)[N:24]=[C:25]([C:27]([F:30])([F:29])[F:28])[CH:26]=2)=[O:21])=[CH:12][CH:13]=[C:14]2[C:18]=1[NH:17][N:16]=[CH:15]2)=[O:9])([CH3:6])[CH2:3][S:4][CH3:5].ClC1C=CC=C(C(OO)=[O:46])C=1, predict the reaction product. The product is: [CH3:5][S:4]([CH2:3][C:2]([NH:7][C:8]([C:10]1[C:11]([NH:19][C:20]([C:22]2[N:23]([C:31]3[C:36]([Cl:37])=[CH:35][CH:34]=[CH:33][N:32]=3)[N:24]=[C:25]([C:27]([F:30])([F:28])[F:29])[CH:26]=2)=[O:21])=[CH:12][CH:13]=[C:14]2[C:18]=1[NH:17][N:16]=[CH:15]2)=[O:9])([CH3:1])[CH3:6])=[O:46]. (8) Given the reactants Cl[C:2]1[N:7]=[C:6]([NH:8][C:9]2[NH:13][N:12]=[C:11]([CH3:14])[C:10]=2[CH3:15])[CH:5]=[CH:4][N:3]=1.[CH3:16][C:17]1[CH:18]=[C:19]([NH2:29])[CH:20]=[C:21]([S:23]([CH:26]([CH3:28])[CH3:27])(=[O:25])=[O:24])[CH:22]=1.Cl, predict the reaction product. The product is: [CH3:14][C:11]1[C:10]([CH3:15])=[C:9]([NH:8][C:6]2[CH:5]=[CH:4][N:3]=[C:2]([NH:29][C:19]3[CH:20]=[C:21]([S:23]([CH:26]([CH3:27])[CH3:28])(=[O:25])=[O:24])[CH:22]=[C:17]([CH3:16])[CH:18]=3)[N:7]=2)[NH:13][N:12]=1. (9) Given the reactants [Cl-].COC1N=C(OC)N=C([N+:12]2([CH3:18])[CH2:17][CH2:16]OC[CH2:13]2)N=1.[C:19]([OH:30])(=O)[C:20]1[CH:28]=[CH:27][C:23]([C:24]([OH:26])=O)=[CH:22][CH:21]=1.[CH3:31][N:32]([CH3:45])[C:33]1[C:42]2[C:37](=[CH:38][CH:39]=[C:40]([NH2:43])[CH:41]=2)[N:36]=[C:35]([CH3:44])[CH:34]=1, predict the reaction product. The product is: [CH3:18][N:12]([CH3:13])[C:17]1[C:16]2[C:37](=[CH:38][CH:39]=[C:40]([NH:43][C:24](=[O:26])[C:23]3[CH:22]=[CH:21][C:20]([C:19]([NH:43][C:40]4[CH:41]=[C:42]5[C:37](=[CH:38][CH:39]=4)[N:36]=[C:35]([CH3:44])[CH:34]=[C:33]5[N:32]([CH3:45])[CH3:31])=[O:30])=[CH:28][CH:27]=3)[CH:41]=2)[N:36]=[C:35]([CH3:44])[CH:34]=1. (10) Given the reactants [F:1][C:2]([F:37])([F:36])[C:3]1[CH:4]=[C:5]([CH:29]=[C:30]([C:32]([F:35])([F:34])[F:33])[CH:31]=1)[CH2:6][N:7]([CH:11]1[CH2:17][CH2:16][CH2:15][N:14]([C:18](=[O:23])[CH2:19][C:20](=O)[CH3:21])[C:13]2[CH:24]=[C:25]([Cl:28])[CH:26]=[CH:27][C:12]1=2)[C:8](=[O:10])[CH3:9].Cl.[NH2:39]O.CC([O-])=O.[Na+], predict the reaction product. The product is: [F:36][C:2]([F:37])([F:1])[C:3]1[CH:4]=[C:5]([CH:29]=[C:30]([C:32]([F:35])([F:34])[F:33])[CH:31]=1)[CH2:6][N:7]([CH:11]1[CH2:17][CH2:16][CH2:15][N:14]([C:18]2[O:23][N:39]=[C:20]([CH3:21])[CH:19]=2)[C:13]2[CH:24]=[C:25]([Cl:28])[CH:26]=[CH:27][C:12]1=2)[C:8](=[O:10])[CH3:9].